Dataset: Reaction yield outcomes from USPTO patents with 853,638 reactions. Task: Predict the reaction yield, written as a fraction of the theoretical maximum amount of product (1.0 means a 100% yield; for example, 0.34 means a 34% yield). (1) The reactants are [C:1]([CH2:4][C:5]1[C:10]([C:11](O)=[O:12])=[CH:9][N:8]=[C:7]([C:14]2[CH:19]=[CH:18][CH:17]=[CH:16][CH:15]=2)[N:6]=1)(=[O:3])[NH2:2].C1N=CN(C(N2C=NC=C2)=O)C=1. The catalyst is CN(C)C=O. The product is [C:14]1([C:7]2[N:8]=[CH:9][C:10]3[C:11](=[O:12])[NH:2][C:1](=[O:3])[CH2:4][C:5]=3[N:6]=2)[CH:19]=[CH:18][CH:17]=[CH:16][CH:15]=1. The yield is 0.600. (2) The reactants are [CH:1]1[CH:6]=CC=CC=1.[C:7]([O:11][CH3:12])(=[O:10])C=C.[NH2:13][C:14]1[O:18][C:17]([C:19]([O:21][CH3:22])=[O:20])=[CH:16][CH:15]=1. The catalyst is C(Cl)Cl.CCOC(C)=O. The product is [NH2:13][C:14]1[CH:1]=[CH:6][C:17]([OH:18])([C:19]([O:21][CH3:22])=[O:20])[CH2:16][C:15]=1[C:7]([O:11][CH3:12])=[O:10]. The yield is 0.930. (3) The reactants are [OH:1][C:2]1[CH:9]=[CH:8][C:5]([CH:6]=[O:7])=[CH:4][CH:3]=1.[F:10][C:11]([F:16])([F:15])[CH2:12][CH2:13]O.C1(P(C2C=CC=CC=2)C2C=CC=CC=2)C=CC=CC=1.CC(OC(/N=N/C(OC(C)C)=O)=O)C. The catalyst is C1COCC1. The product is [F:10][C:11]([F:16])([F:15])[CH2:12][CH2:13][O:1][C:2]1[CH:9]=[CH:8][C:5]([CH:6]=[O:7])=[CH:4][CH:3]=1. The yield is 0.460.